This data is from Aqueous solubility values for 9,982 compounds from the AqSolDB database. The task is: Regression/Classification. Given a drug SMILES string, predict its absorption, distribution, metabolism, or excretion properties. Task type varies by dataset: regression for continuous measurements (e.g., permeability, clearance, half-life) or binary classification for categorical outcomes (e.g., BBB penetration, CYP inhibition). For this dataset (solubility_aqsoldb), we predict Y. (1) The drug is Cc1ccc(S(=O)(=O)[O-])cc1.Cc1ccc(S(=O)(=O)[O-])cc1.Cc1ccc(S(=O)(=O)[O-])cc1.[Fe+3]. The Y is -0.00803 log mol/L. (2) The compound is BrC(Br)Br. The Y is -1.91 log mol/L. (3) The molecule is CC(C)C1C(=O)NC(=O)NC1=O. The Y is -1.46 log mol/L.